Dataset: Full USPTO retrosynthesis dataset with 1.9M reactions from patents (1976-2016). Task: Predict the reactants needed to synthesize the given product. (1) Given the product [Cl:1][C:2]1[N:7]=[C:6]([NH:10][C:11]2[CH:12]=[CH:13][C:14]3[C:20](=[O:21])[N:19]([CH2:22][CH3:23])[CH2:18][CH2:17][N:16]([CH2:24][CH3:25])[C:15]=3[CH:26]=2)[C:5]([Cl:9])=[CH:4][N:3]=1, predict the reactants needed to synthesize it. The reactants are: [Cl:1][C:2]1[N:7]=[C:6](Cl)[C:5]([Cl:9])=[CH:4][N:3]=1.[NH2:10][C:11]1[CH:12]=[CH:13][C:14]2[C:20](=[O:21])[N:19]([CH2:22][CH3:23])[CH2:18][CH2:17][N:16]([CH2:24][CH3:25])[C:15]=2[CH:26]=1.CN(C)C=O.C(=O)([O-])[O-].[K+].[K+]. (2) Given the product [CH3:20][NH:19][C@@H:12]1[C:13]2[CH:14]=[CH:15][CH:16]=[CH:17][C:18]=2[C@H:9]([C:4]2[CH:5]=[CH:6][C:7]([Cl:8])=[C:2]([Cl:1])[CH:3]=2)[CH2:10][CH2:11]1, predict the reactants needed to synthesize it. The reactants are: [Cl:1][C:2]1[CH:3]=[C:4]([CH:9]2[C:18]3[C:13](=[CH:14][CH:15]=[CH:16][CH:17]=3)[C:12](=[N:19][CH3:20])[CH2:11][CH2:10]2)[CH:5]=[CH:6][C:7]=1[Cl:8].C1(C)C=CC=CC=1.[H][H]. (3) Given the product [I-:7].[CH2:44]([N:43](/[C:23](/[C:11]1[S:12][CH:13]=[C:14]([C:15]2[CH:20]=[CH:19][C:18]([O:21][CH3:22])=[CH:17][CH:16]=2)[N+:10]=1[CH3:9])=[CH:39]/[C:38]1[CH:37]=[CH:36][CH:35]=[CH:42][CH:41]=1)[CH2:48][CH3:47])[CH3:45], predict the reactants needed to synthesize it. The reactants are: S1C=CN=C1.C[I:7].[I-].[CH3:9][N+:10]1[C:14]([C:15]2[CH:20]=[CH:19][C:18]([O:21][CH3:22])=[CH:17][CH:16]=2)=[CH:13][S:12][C:11]=1[CH3:23].[I-].S1C=C[NH+]=C1.C(N([C:35]1[CH:42]=[CH:41][C:38]([CH:39]=O)=[CH:37][CH:36]=1)CC)C.[NH:43]1[CH2:48][CH2:47]C[CH2:45][CH2:44]1. (4) Given the product [Cl:1][C:2]1[CH:3]=[N:4][C:5]2[C:10]([C:11]=1[CH:22]=[CH2:23])=[CH:9][C:8]([O:20][CH3:21])=[CH:7][CH:6]=2, predict the reactants needed to synthesize it. The reactants are: [Cl:1][C:2]1[CH:3]=[N:4][C:5]2[C:10]([C:11]=1OS(C(F)(F)F)(=O)=O)=[CH:9][C:8]([O:20][CH3:21])=[CH:7][CH:6]=2.[CH2:22](C([SnH3])=C(CCCC)CCCC)[CH2:23]CC. (5) Given the product [C:13]1([CH:19]2[CH2:24][CH2:23][C:22]([O:25][S:33]([C:36]([F:39])([F:38])[F:37])(=[O:35])=[O:34])=[CH:21][CH2:20]2)[CH:18]=[CH:17][CH:16]=[CH:15][CH:14]=1, predict the reactants needed to synthesize it. The reactants are: C(NC(C)C)(C)C.C([Li])CCC.[C:13]1([CH:19]2[CH2:24][CH2:23][C:22](=[O:25])[CH2:21][CH2:20]2)[CH:18]=[CH:17][CH:16]=[CH:15][CH:14]=1.C1C=CC(N([S:33]([C:36]([F:39])([F:38])[F:37])(=[O:35])=[O:34])[S:33]([C:36]([F:39])([F:38])[F:37])(=[O:35])=[O:34])=CC=1. (6) Given the product [CH2:1]([O:8][C:9]1[CH:14]=[CH:13][C:12]([CH:66]2[CH2:67][CH2:68][CH2:69][C:64](=[O:70])[CH2:65]2)=[CH:11][CH:10]=1)[C:2]1[CH:7]=[CH:6][CH:5]=[CH:4][CH:3]=1, predict the reactants needed to synthesize it. The reactants are: [CH2:1]([O:8][C:9]1[CH:14]=[CH:13][C:12](B(O)O)=[CH:11][CH:10]=1)[C:2]1[CH:7]=[CH:6][CH:5]=[CH:4][CH:3]=1.C1C=CC(P(C2C(C3C(P(C4C=CC=CC=4)C4C=CC=CC=4)=CC=C4C=3C=CC=C4)=C3C(C=CC=C3)=CC=2)C2C=CC=CC=2)=CC=1.[C:64]1(=[O:70])[CH2:69][CH2:68][CH2:67][CH:66]=[CH:65]1.C(=O)([O-])O.[Na+].